From a dataset of Full USPTO retrosynthesis dataset with 1.9M reactions from patents (1976-2016). Predict the reactants needed to synthesize the given product. (1) Given the product [Br:14][C:12]1[CH:11]=[CH:10][C:9]([O:15][CH3:16])=[C:8]([C:5]([CH3:7])([CH3:6])[CH2:4][C:3]2([C:2]([F:1])([F:18])[F:19])[CH2:20][O:17]2)[CH:13]=1, predict the reactants needed to synthesize it. The reactants are: [F:1][C:2]([F:19])([F:18])[C:3](=[O:17])[CH2:4][C:5]([C:8]1[CH:13]=[C:12]([Br:14])[CH:11]=[CH:10][C:9]=1[O:15][CH3:16])([CH3:7])[CH3:6].[CH3:20]S(C)=O. (2) Given the product [CH3:25][O:24][C:21]1[CH:22]=[CH:23][C:18]([CH2:17][N:11]([C:12]2[S:16][N:15]=[CH:14][N:13]=2)[S:8]([C:5]2[CH:6]=[CH:7][C:2]3[NH:1][C:35](=[O:36])[CH2:34][O:26][C:3]=3[CH:4]=2)(=[O:9])=[O:10])=[CH:19][CH:20]=1, predict the reactants needed to synthesize it. The reactants are: [NH2:1][C:2]1[CH:7]=[CH:6][C:5]([S:8]([N:11]([CH2:17][C:18]2[CH:23]=[CH:22][C:21]([O:24][CH3:25])=[CH:20][CH:19]=2)[C:12]2[S:16][N:15]=[CH:14][N:13]=2)(=[O:10])=[O:9])=[CH:4][C:3]=1[OH:26].C([O-])([O-])=O.[K+].[K+].Cl[CH2:34][C:35](Cl)=[O:36].O1C=CCC(=O)N1. (3) Given the product [CH3:32][O:31][C:27]1[CH:26]=[C:25]([C:23]2[CH:24]=[C:19]([C:16]3[O:15][C:14]([CH:11]4[CH2:12][CH2:13][NH:8][CH2:9][CH2:10]4)=[N:18][N:17]=3)[C:20]([NH2:33])=[N:21][CH:22]=2)[CH:30]=[CH:29][CH:28]=1, predict the reactants needed to synthesize it. The reactants are: C(OC([N:8]1[CH2:13][CH2:12][CH:11]([C:14]2[O:15][C:16]([C:19]3[C:20]([NH2:33])=[N:21][CH:22]=[C:23]([C:25]4[CH:30]=[CH:29][CH:28]=[C:27]([O:31][CH3:32])[CH:26]=4)[CH:24]=3)=[N:17][N:18]=2)[CH2:10][CH2:9]1)=O)(C)(C)C.Cl. (4) Given the product [I:13][C:5]1[CH:6]=[C:7]([CH:11]=[CH:12][C:4]=1[CH2:1][CH2:2][CH3:3])[C:8]([OH:10])=[O:9], predict the reactants needed to synthesize it. The reactants are: [CH2:1]([C:4]1[CH:12]=[CH:11][C:7]([C:8]([OH:10])=[O:9])=[CH:6][CH:5]=1)[CH2:2][CH3:3].[I:13]I. (5) The reactants are: [NH2:1][C:2]1[CH:3]=[CH:4][C:5]([O:16][C:17]2[CH:22]=[CH:21][CH:20]=[CH:19][CH:18]=2)=[C:6]([C:8]2[CH:9]=[CH:10][C:11](=[O:15])[N:12]([CH3:14])[CH:13]=2)[CH:7]=1.[C:23]([NH:30][CH2:31][C:32](O)=[O:33])([O:25][C:26]([CH3:29])([CH3:28])[CH3:27])=[O:24].C(N(CC)CC)C.CN(C(ON1N=NC2C=CC=NC1=2)=[N+](C)C)C.F[P-](F)(F)(F)(F)F. Given the product [CH3:14][N:12]1[C:11](=[O:15])[CH:10]=[CH:9][C:8]([C:6]2[CH:7]=[C:2]([NH:1][C:32](=[O:33])[CH2:31][NH:30][C:23](=[O:24])[O:25][C:26]([CH3:27])([CH3:28])[CH3:29])[CH:3]=[CH:4][C:5]=2[O:16][C:17]2[CH:18]=[CH:19][CH:20]=[CH:21][CH:22]=2)=[CH:13]1, predict the reactants needed to synthesize it. (6) Given the product [C:11]([N:8]1[CH2:7][CH2:6][N:5]([CH2:4][CH2:3][N:2]([CH2:18][C:19]2[N:20]=[C:21]([C:25]([NH:26][C:27]3[CH:32]=[CH:31][C:30]([N:33]4[CH2:34][CH2:35][CH2:36][CH2:37][CH2:38]4)=[CH:29][C:28]=3[C:39]3[CH:44]=[C:43]([C:45](=[O:58])[NH:46][CH2:47][C:48]4[CH:53]=[CH:52][CH:51]=[C:50]([C:54]([F:55])([F:57])[F:56])[CH:49]=4)[CH:42]=[CH:41][N:40]=3)=[O:59])[CH:22]=[CH:23][CH:24]=2)[CH3:1])[CH2:10][CH2:9]1)(=[O:13])[CH3:61], predict the reactants needed to synthesize it. The reactants are: [CH3:1][N:2]([CH2:18][C:19]1[CH:24]=[CH:23][CH:22]=[C:21]([C:25](=[O:59])[NH:26][C:27]2[CH:32]=[CH:31][C:30]([N:33]3[CH2:38][CH2:37][CH2:36][CH2:35][CH2:34]3)=[CH:29][C:28]=2[C:39]2[CH:44]=[C:43]([C:45](=[O:58])[NH:46][CH2:47][C:48]3[CH:53]=[CH:52][CH:51]=[C:50]([C:54]([F:57])([F:56])[F:55])[CH:49]=3)[CH:42]=[CH:41][N:40]=2)[N:20]=1)[CH2:3][CH2:4][N:5]1[CH2:10][CH2:9][N:8]([C:11]([O:13]C(C)(C)C)=O)[CH2:7][CH2:6]1.Cl[CH2:61]Cl.C(O)(C(F)(F)F)=O.C(N(CC)C(C)C)(C)C.C(Cl)(=O)C.